This data is from Full USPTO retrosynthesis dataset with 1.9M reactions from patents (1976-2016). The task is: Predict the reactants needed to synthesize the given product. (1) Given the product [Br:1][C:2]1[CH:7]=[CH:6][C:5]([C:8]([C:10]2[CH:15]=[CH:14][C:13]([S:16]([CH3:19])(=[O:18])=[O:17])=[CH:12][CH:11]=2)=[N:25][C@H:24]([C:23]([O:22][CH3:21])=[O:30])[CH2:26][CH:27]([CH3:29])[CH3:28])=[CH:4][CH:3]=1, predict the reactants needed to synthesize it. The reactants are: [Br:1][C:2]1[CH:7]=[CH:6][C:5]([C:8]([C:10]2[CH:15]=[CH:14][C:13]([S:16]([CH3:19])(=[O:18])=[O:17])=[CH:12][CH:11]=2)=O)=[CH:4][CH:3]=1.Cl.[CH3:21][O:22][C:23](=[O:30])[C@H:24]([CH2:26][CH:27]([CH3:29])[CH3:28])[NH2:25].C12(CS(O)(=O)=O)C(C)(C)C(CC1)CC2=O. (2) Given the product [C:4]([O:3][C:1](=[O:2])[NH:8][CH2:9][CH:10]1[CH2:13][CH2:12][N:11]1[S:29]([C:24]1[C:23]([C:33]2[CH:34]=[CH:35][CH:36]=[CH:37][CH:38]=2)=[CH:28][CH:27]=[CH:26][CH:25]=1)(=[O:31])=[O:30])([CH3:7])([CH3:6])[CH3:5], predict the reactants needed to synthesize it. The reactants are: [C:1]([NH:8][CH2:9][CH:10]1[CH2:13][CH2:12][NH:11]1)([O:3][C:4]([CH3:7])([CH3:6])[CH3:5])=[O:2].CCN(C(C)C)C(C)C.[C:23]1([C:33]2[CH:38]=[CH:37][CH:36]=[CH:35][CH:34]=2)[C:24]([S:29](Cl)(=[O:31])=[O:30])=[CH:25][CH:26]=[CH:27][CH:28]=1. (3) The reactants are: [N+:1]([C:4]1[CH:13]=[CH:12][C:7]2[O:8][CH2:9][CH2:10][NH:11][C:6]=2[CH:5]=1)([O-:3])=[O:2].[H-].[Na+].Cl.Cl[CH2:18][CH2:19][N:20]([CH3:22])[CH3:21]. Given the product [CH3:21][N:20]([CH3:22])[CH2:19][CH2:18][N:11]1[CH2:10][CH2:9][O:8][C:7]2[CH:12]=[CH:13][C:4]([N+:1]([O-:3])=[O:2])=[CH:5][C:6]1=2, predict the reactants needed to synthesize it. (4) Given the product [Cl:17][C:14]1[CH:15]=[CH:16][C:11]([C:8]([F:10])([F:9])[CH2:7][N:20]2[CH2:21][CH2:22][CH:23]([NH:26][C:27](=[O:33])[O:28][C:29]([CH3:31])([CH3:30])[CH3:32])[CH2:24][CH2:25]2)=[N:12][CH:13]=1, predict the reactants needed to synthesize it. The reactants are: FC(F)(F)S(O[CH2:7][C:8]([C:11]1[CH:16]=[CH:15][C:14]([Cl:17])=[CH:13][N:12]=1)([F:10])[F:9])(=O)=O.[NH:20]1[CH2:25][CH2:24][CH:23]([NH:26][C:27](=[O:33])[O:28][C:29]([CH3:32])([CH3:31])[CH3:30])[CH2:22][CH2:21]1.CCN(C(C)C)C(C)C.